From a dataset of Reaction yield outcomes from USPTO patents with 853,638 reactions. Predict the reaction yield, written as a fraction of the theoretical maximum amount of product (1.0 means a 100% yield; for example, 0.34 means a 34% yield). (1) The reactants are [NH2:1][C:2]1[CH:7]=[C:6]([O:8][CH3:9])[CH:5]=[CH:4][C:3]=1[C:10](=[O:12])[CH3:11].[CH:13]([C:16]1[N:17]=[C:18]([C:21](Cl)=[O:22])[S:19][CH:20]=1)([CH3:15])[CH3:14]. The catalyst is O1CCOCC1. The product is [C:10]([C:3]1[CH:4]=[CH:5][C:6]([O:8][CH3:9])=[CH:7][C:2]=1[NH:1][C:21]([C:18]1[S:19][CH:20]=[C:16]([CH:13]([CH3:15])[CH3:14])[N:17]=1)=[O:22])(=[O:12])[CH3:11]. The yield is 0.750. (2) The yield is 0.860. The reactants are [O:1]1[CH2:5][CH2:4][CH:3]([O:6][C:7]2[CH:12]=[CH:11][C:10]([OH:13])=[CH:9][CH:8]=2)[CH2:2]1. The product is [O:1]1[CH2:5][CH2:4][CH:3]([O:6][CH:7]2[CH2:8][CH2:9][CH:10]([OH:13])[CH2:11][CH2:12]2)[CH2:2]1. The catalyst is [OH-].[Na+].[Rh]. (3) The catalyst is C(Cl)Cl. The reactants are CS(C)=O.C(Cl)(=O)C(Cl)=O.N#N.C(Cl)(Cl)Cl.[CH2:17]([O:57][CH:58]1[C@H:62]2[C@H:63]([O:83][Si:84]([C:87]([CH3:90])([CH3:89])[CH3:88])([CH3:86])[CH3:85])[N:64]([C:75]([O:77][CH2:78][C:79]([Cl:82])([Cl:81])[Cl:80])=[O:76])[C:65]3[CH:72]=[CH:71][C:70]([O:73][CH3:74])=[CH:69][C:66]=3[C:67](=[O:68])[N:61]2[CH2:60][C@H:59]1[OH:91])[CH2:18][CH2:19][CH2:20][CH2:21][O:22][CH:23]1[C@H:27]2[C@H:28]([O:48][Si:49]([C:52]([CH3:55])([CH3:54])[CH3:53])([CH3:51])[CH3:50])[N:29]([C:40]([O:42][CH2:43][C:44]([Cl:47])([Cl:46])[Cl:45])=[O:41])[C:30]3[CH:37]=[CH:36][C:35]([O:38][CH3:39])=[CH:34][C:31]=3[C:32](=[O:33])[N:26]2[CH2:25][C@H:24]1[OH:56]. The yield is 0.570. The product is [CH2:21]([O:22][CH:23]1[C@H:27]2[C@H:28]([O:48][Si:49]([C:52]([CH3:55])([CH3:54])[CH3:53])([CH3:51])[CH3:50])[N:29]([C:40]([O:42][CH2:43][C:44]([Cl:45])([Cl:47])[Cl:46])=[O:41])[C:30]3[CH:37]=[CH:36][C:35]([O:38][CH3:39])=[CH:34][C:31]=3[C:32](=[O:33])[N:26]2[CH2:25][C:24]1=[O:56])[CH2:20][CH2:19][CH2:18][CH2:17][O:57][CH:58]1[C@H:62]2[C@H:63]([O:83][Si:84]([C:87]([CH3:88])([CH3:89])[CH3:90])([CH3:85])[CH3:86])[N:64]([C:75]([O:77][CH2:78][C:79]([Cl:82])([Cl:81])[Cl:80])=[O:76])[C:65]3[CH:72]=[CH:71][C:70]([O:73][CH3:74])=[CH:69][C:66]=3[C:67](=[O:68])[N:61]2[CH2:60][C:59]1=[O:91].